This data is from Forward reaction prediction with 1.9M reactions from USPTO patents (1976-2016). The task is: Predict the product of the given reaction. Given the reactants ClCC([C:5]1[CH:6]=[C:7]2[C:11](=[CH:12][C:13]=1[F:14])[NH:10][C:9](=[O:15])[CH2:8]2)=O.N1C=CC=C[CH:17]=1.[C:22](=[O:25])([O-])[O-:23].[K+].[K+].Cl.O1CCOCC1, predict the reaction product. The product is: [F:14][C:13]1[CH:12]=[C:11]2[C:7]([CH2:8][C:9](=[O:15])[NH:10]2)=[CH:6][C:5]=1[C:22]([O:23][CH3:17])=[O:25].